Dataset: Full USPTO retrosynthesis dataset with 1.9M reactions from patents (1976-2016). Task: Predict the reactants needed to synthesize the given product. (1) Given the product [C:20]([Cl:58])(=[O:28])[CH2:21][CH2:22][C:23]([CH3:26])([CH3:25])[CH3:24], predict the reactants needed to synthesize it. The reactants are: C1C=CC(P(C2C=CC=CC=2)C2C=CC=CC=2)=CC=1.[C:20]([OH:28])(=O)[CH2:21][CH2:22][C:23]([CH3:26])([CH3:25])[CH3:24].CC(C)(CCC)C(O)=O.C(C(C)(CC)C(O)=O)C.CC(C)(C(C)C)C(O)=O.P.C(Cl)(Cl)(Cl)[Cl:58]. (2) Given the product [CH3:25][O:24][N:23]([CH3:22])[C:1](=[O:20])[CH2:2][CH2:3][CH2:4][CH2:5][CH2:6][CH2:7][CH2:8]/[CH:9]=[CH:10]\[CH2:11][CH2:12][CH2:13][CH2:14][CH2:15][CH2:16][CH2:17][CH3:18], predict the reactants needed to synthesize it. The reactants are: [C:1]([OH:20])(=O)[CH2:2][CH2:3][CH2:4][CH2:5][CH2:6][CH2:7][CH2:8]/[CH:9]=[CH:10]\[CH2:11][CH2:12][CH2:13][CH2:14][CH2:15][CH2:16][CH2:17][CH3:18].Cl.[CH3:22][NH:23][O:24][CH3:25].O.ON1C2C=CC=CC=2N=C1.C(N(CC)CC)C.Cl.C(N=C=NCCCN(C)C)C. (3) The reactants are: C([O:3][C:4]([C:6]1[C:7]([O:23][CH2:24][C:25]([F:28])([F:27])[F:26])=[N:8][C:9]2[C:14]([C:15]=1[C:16]1[CH:21]=[CH:20][CH:19]=[CH:18][CH:17]=1)=[CH:13][C:12]([Cl:22])=[CH:11][CH:10]=2)=[O:5])C.[OH-].[Na+]. Given the product [Cl:22][C:12]1[CH:13]=[C:14]2[C:9](=[CH:10][CH:11]=1)[N:8]=[C:7]([O:23][CH2:24][C:25]([F:28])([F:26])[F:27])[C:6]([C:4]([OH:5])=[O:3])=[C:15]2[C:16]1[CH:17]=[CH:18][CH:19]=[CH:20][CH:21]=1, predict the reactants needed to synthesize it. (4) Given the product [CH2:17]([O:19][C:20]1[NH:13][C:11]2[CH:12]=[C:7]([C:6]3[C:2]([CH3:1])=[N:3][O:4][C:5]=3[CH3:16])[CH:8]=[C:9]([I:15])[C:10]=2[N:14]=1)[CH3:18], predict the reactants needed to synthesize it. The reactants are: [CH3:1][C:2]1[C:6]([C:7]2[CH:12]=[C:11]([NH2:13])[C:10]([NH2:14])=[C:9]([I:15])[CH:8]=2)=[C:5]([CH3:16])[O:4][N:3]=1.[CH2:17]([O:19][C:20](OCC)(OCC)OCC)[CH3:18]. (5) Given the product [NH:10]([C:2]1[CH:7]=[C:6]([CH3:8])[CH:5]=[CH:4][N:3]=1)[NH2:11], predict the reactants needed to synthesize it. The reactants are: Cl[C:2]1[CH:7]=[C:6]([CH3:8])[CH:5]=[CH:4][N:3]=1.O.[NH2:10][NH2:11]. (6) Given the product [CH3:12][C:11]1[NH:43][C:42]([C:38]2[CH:39]=[CH:40][C:41]3[C:28](=[C:23]4[CH2:22][CH:21]5[NH:20][CH:25]([CH2:26][CH2:27]5)[CH2:24]4)[C:29]4[C:34]([O:35][C:36]=3[CH:37]=2)=[CH:33][CH:32]=[CH:31][CH:30]=4)=[N:15][N:14]=1.[C:18]([OH:8])([C:17]([F:45])([F:44])[F:16])=[O:19], predict the reactants needed to synthesize it. The reactants are: C1(S(O)(=O)=[O:8])C=CC=CC=1.[C:11]([NH:14][NH2:15])(=O)[CH3:12].[F:16][C:17]([F:45])([F:44])[C:18]([N:20]1[CH:25]2[CH2:26][CH2:27][CH:21]1[CH2:22][C:23](=[C:28]1[C:41]3[CH:40]=[CH:39][C:38]([C:42]#[N:43])=[CH:37][C:36]=3[O:35][C:34]3[C:29]1=[CH:30][CH:31]=[CH:32][CH:33]=3)[CH2:24]2)=[O:19].[OH-].[Na+]. (7) Given the product [ClH:1].[N:12]1([C:15]2[CH:20]=[CH:19][C:18]([NH:21][C:22]([C:24]3[N:25]=[C:26]([C:33]4[CH:38]=[CH:37][CH:36]=[CH:35][CH:34]=4)[O:27][C:28]=3[C:29]([F:31])([F:30])[F:32])=[O:23])=[CH:17][CH:16]=2)[CH2:13][CH2:14][NH:9][CH2:10][CH2:11]1, predict the reactants needed to synthesize it. The reactants are: [ClH:1].C(OC([N:9]1[CH2:14][CH2:13][N:12]([C:15]2[CH:20]=[CH:19][C:18]([NH:21][C:22]([C:24]3[N:25]=[C:26]([C:33]4[CH:38]=[CH:37][CH:36]=[CH:35][CH:34]=4)[O:27][C:28]=3[C:29]([F:32])([F:31])[F:30])=[O:23])=[CH:17][CH:16]=2)[CH2:11][CH2:10]1)=O)(C)(C)C.